This data is from Forward reaction prediction with 1.9M reactions from USPTO patents (1976-2016). The task is: Predict the product of the given reaction. (1) Given the reactants [NH2:1][CH:2]([C:5]([O:7][CH3:8])=[O:6])[CH2:3][OH:4].[CH3:9][O:10][C:11]1[CH:16]=[CH:15][C:14]([S:17](Cl)(=[O:19])=[O:18])=[CH:13][CH:12]=1, predict the reaction product. The product is: [OH:4][CH2:3][CH:2]([NH:1][S:17]([C:14]1[CH:13]=[CH:12][C:11]([O:10][CH3:9])=[CH:16][CH:15]=1)(=[O:19])=[O:18])[C:5]([O:7][CH3:8])=[O:6]. (2) Given the reactants [O:1]=[C:2]1[N:6]([CH:7]2[CH2:12][CH2:11][O:10][CH2:9][CH2:8]2)[CH2:5][CH2:4][N:3]1[C:13](Cl)=[O:14].[CH3:16][N:17]1[CH:21]=[C:20]([C:22]2[N:27]=[CH:26][N:25]=[C:24]([O:28][C:29]3[CH:30]=[CH:31][C:32]([NH2:35])=[N:33][CH:34]=3)[CH:23]=2)[CH:19]=[N:18]1, predict the reaction product. The product is: [CH3:16][N:17]1[CH:21]=[C:20]([C:22]2[N:27]=[CH:26][N:25]=[C:24]([O:28][C:29]3[CH:30]=[CH:31][C:32]([NH:35][C:13]([N:3]4[CH2:4][CH2:5][N:6]([CH:7]5[CH2:12][CH2:11][O:10][CH2:9][CH2:8]5)[C:2]4=[O:1])=[O:14])=[N:33][CH:34]=3)[CH:23]=2)[CH:19]=[N:18]1. (3) Given the reactants O[C:2]1[C:7]([CH2:8][CH2:9][CH3:10])=[C:6]([OH:11])[CH:5]=[CH:4][C:3]=1[C:12]([C:15]1[CH:20]=[CH:19][CH:18]=[CH:17][CH:16]=1)=[N:13][OH:14], predict the reaction product. The product is: [C:15]1([C:12]2[C:3]3[CH:4]=[CH:5][C:6]([OH:11])=[C:7]([CH2:8][CH2:9][CH3:10])[C:2]=3[O:14][N:13]=2)[CH:20]=[CH:19][CH:18]=[CH:17][CH:16]=1. (4) Given the reactants [C:1]([C:5]1[CH:9]=[C:8]([NH:10][C:11](=[O:47])[NH:12][C:13]2[C:22]3[C:17](=[CH:18][CH:19]=[CH:20][CH:21]=3)[C:16]([O:23][CH2:24][C:25]3[CH:30]=[CH:29][N:28]=[C:27]([NH:31][C:32]([C@H:34]4[CH2:39][O:38][CH2:37][CH2:36][N:35]4C(OC(C)(C)C)=O)=[O:33])[CH:26]=3)=[CH:15][CH:14]=2)[N:7]([C:48]2[CH:53]=[CH:52][C:51]([CH3:54])=[CH:50][CH:49]=2)[N:6]=1)([CH3:4])([CH3:3])[CH3:2], predict the reaction product. The product is: [C:1]([C:5]1[CH:9]=[C:8]([NH:10][C:11](=[O:47])[NH:12][C:13]2[C:22]3[C:17](=[CH:18][CH:19]=[CH:20][CH:21]=3)[C:16]([O:23][CH2:24][C:25]3[CH:30]=[CH:29][N:28]=[C:27]([NH:31][C:32]([C@H:34]4[CH2:39][O:38][CH2:37][CH2:36][NH:35]4)=[O:33])[CH:26]=3)=[CH:15][CH:14]=2)[N:7]([C:48]2[CH:53]=[CH:52][C:51]([CH3:54])=[CH:50][CH:49]=2)[N:6]=1)([CH3:4])([CH3:3])[CH3:2]. (5) Given the reactants [N+:1]([C:4]1[CH:9]=[CH:8][C:7]([C:10]2[S:14][C:13]([CH2:15][CH2:16][C:17](OC)=O)=[N:12][CH:11]=2)=[CH:6][CH:5]=1)([O-:3])=[O:2].[N+](C1C=CC(C(=O)CNC(C2CC[CH:38]([C:41]([O:43][CH3:44])=[O:42])[CH2:37][CH2:36]2)=O)=CC=1)([O-])=O.COC1C=CC(P2(SP(C3C=CC(OC)=CC=3)(=S)S2)=S)=CC=1, predict the reaction product. The product is: [N+:1]([C:4]1[CH:5]=[CH:6][C:7]([C:10]2[S:14][C:13]([CH:15]3[CH2:16][CH2:17][CH:38]([C:41]([O:43][CH3:44])=[O:42])[CH2:37][CH2:36]3)=[N:12][CH:11]=2)=[CH:8][CH:9]=1)([O-:3])=[O:2].